Dataset: NCI-60 drug combinations with 297,098 pairs across 59 cell lines. Task: Regression. Given two drug SMILES strings and cell line genomic features, predict the synergy score measuring deviation from expected non-interaction effect. (1) Drug 1: C1CCC(C1)C(CC#N)N2C=C(C=N2)C3=C4C=CNC4=NC=N3. Drug 2: CC1=CC2C(CCC3(C2CCC3(C(=O)C)OC(=O)C)C)C4(C1=CC(=O)CC4)C. Cell line: KM12. Synergy scores: CSS=18.3, Synergy_ZIP=-0.967, Synergy_Bliss=-4.97, Synergy_Loewe=-32.0, Synergy_HSA=-4.49. (2) Drug 1: C1=CC(=CC=C1CCCC(=O)O)N(CCCl)CCCl. Drug 2: C1=NC2=C(N1)C(=S)N=C(N2)N. Cell line: HCC-2998. Synergy scores: CSS=21.3, Synergy_ZIP=0.898, Synergy_Bliss=2.87, Synergy_Loewe=-19.7, Synergy_HSA=2.15. (3) Drug 1: C1=CC(=CC=C1CCC2=CNC3=C2C(=O)NC(=N3)N)C(=O)NC(CCC(=O)O)C(=O)O. Drug 2: CCCCCOC(=O)NC1=NC(=O)N(C=C1F)C2C(C(C(O2)C)O)O. Cell line: SW-620. Synergy scores: CSS=35.1, Synergy_ZIP=7.60, Synergy_Bliss=8.61, Synergy_Loewe=-9.67, Synergy_HSA=6.71. (4) Drug 1: C1=CC=C(C(=C1)C(C2=CC=C(C=C2)Cl)C(Cl)Cl)Cl. Drug 2: C1CCC(C(C1)N)N.C(=O)(C(=O)[O-])[O-].[Pt+4]. Cell line: PC-3. Synergy scores: CSS=20.9, Synergy_ZIP=-6.23, Synergy_Bliss=0.772, Synergy_Loewe=1.31, Synergy_HSA=2.79. (5) Drug 1: CC1CCC2CC(C(=CC=CC=CC(CC(C(=O)C(C(C(=CC(C(=O)CC(OC(=O)C3CCCCN3C(=O)C(=O)C1(O2)O)C(C)CC4CCC(C(C4)OC)OCCO)C)C)O)OC)C)C)C)OC. Drug 2: COC1=C2C(=CC3=C1OC=C3)C=CC(=O)O2. Cell line: UO-31. Synergy scores: CSS=12.5, Synergy_ZIP=-1.10, Synergy_Bliss=1.97, Synergy_Loewe=-27.0, Synergy_HSA=-0.952. (6) Cell line: NCI-H460. Drug 1: C1=C(C(=O)NC(=O)N1)N(CCCl)CCCl. Synergy scores: CSS=42.3, Synergy_ZIP=-4.55, Synergy_Bliss=0.303, Synergy_Loewe=-5.37, Synergy_HSA=3.25. Drug 2: C(=O)(N)NO. (7) Drug 1: C1=CC(=CC=C1CC(C(=O)O)N)N(CCCl)CCCl.Cl. Drug 2: C(CN)CNCCSP(=O)(O)O. Cell line: SNB-75. Synergy scores: CSS=1.06, Synergy_ZIP=0.163, Synergy_Bliss=3.20, Synergy_Loewe=-5.20, Synergy_HSA=-1.25. (8) Drug 1: CC(C1=C(C=CC(=C1Cl)F)Cl)OC2=C(N=CC(=C2)C3=CN(N=C3)C4CCNCC4)N. Drug 2: CC1=CC=C(C=C1)C2=CC(=NN2C3=CC=C(C=C3)S(=O)(=O)N)C(F)(F)F. Cell line: UACC62. Synergy scores: CSS=8.04, Synergy_ZIP=-0.697, Synergy_Bliss=2.44, Synergy_Loewe=-19.7, Synergy_HSA=0.995. (9) Drug 1: CN1C(=O)N2C=NC(=C2N=N1)C(=O)N. Drug 2: CC12CCC3C(C1CCC2O)C(CC4=C3C=CC(=C4)O)CCCCCCCCCS(=O)CCCC(C(F)(F)F)(F)F. Cell line: MDA-MB-231. Synergy scores: CSS=-2.16, Synergy_ZIP=2.38, Synergy_Bliss=4.53, Synergy_Loewe=-0.839, Synergy_HSA=-0.509.